From a dataset of Full USPTO retrosynthesis dataset with 1.9M reactions from patents (1976-2016). Predict the reactants needed to synthesize the given product. Given the product [C:1]([O:5][C:6]([N:8]1[C@H:13]([CH2:14][NH:15][C:20](=[O:21])[C:19]2[CH:23]=[CH:24][CH:25]=[C:17]([Br:16])[CH:18]=2)[CH2:12][C@H:11]2[C@@H:9]1[CH2:10]2)=[O:7])([CH3:4])([CH3:3])[CH3:2], predict the reactants needed to synthesize it. The reactants are: [C:1]([O:5][C:6]([N:8]1[C@H:13]([CH2:14][NH2:15])[CH2:12][C@H:11]2[C@@H:9]1[CH2:10]2)=[O:7])([CH3:4])([CH3:3])[CH3:2].[Br:16][C:17]1[CH:18]=[C:19]([CH:23]=[CH:24][CH:25]=1)[C:20](O)=[O:21].